This data is from Catalyst prediction with 721,799 reactions and 888 catalyst types from USPTO. The task is: Predict which catalyst facilitates the given reaction. (1) Reactant: [NH2:1][C:2]1[N:7]=[CH:6][N:5]=[C:4]2[N:8]([CH2:12][CH2:13][NH:14]C(=O)OC(C)(C)C)[N:9]=[C:10]([I:11])[C:3]=12.C(O)(C(F)(F)F)=O. Product: [NH2:14][CH2:13][CH2:12][N:8]1[C:4]2=[N:5][CH:6]=[N:7][C:2]([NH2:1])=[C:3]2[C:10]([I:11])=[N:9]1. The catalyst class is: 2. (2) Reactant: O[CH:2]1[C:11]2[C:6](=[CH:7][CH:8]=[C:9]([O:12][CH3:13])[CH:10]=2)[CH2:5][N:4]([C:14]([O:16][C:17]([CH3:20])([CH3:19])[CH3:18])=[O:15])[CH2:3]1.C1(P(C2C=CC=CC=2)C2C=CC=CC=2)C=CC=CC=1.[C:40]1(=[O:50])[NH:44][C:43](=[O:45])[C:42]2=[CH:46][CH:47]=[CH:48][CH:49]=[C:41]12.N(C(OC(C)C)=O)=NC(OC(C)C)=O. Product: [O:45]=[C:43]1[C:42]2[C:41](=[CH:49][CH:48]=[CH:47][CH:46]=2)[C:40](=[O:50])[N:44]1[CH:2]1[C:11]2[C:6](=[CH:7][CH:8]=[C:9]([O:12][CH3:13])[CH:10]=2)[CH2:5][N:4]([C:14]([O:16][C:17]([CH3:20])([CH3:19])[CH3:18])=[O:15])[CH2:3]1. The catalyst class is: 245. (3) Reactant: [N+:1]([C:4]1[CH:12]=[C:11]2[C:7]([C:8]([CH2:21][OH:22])=[N:9][N:10]2[CH2:13][O:14][CH2:15][CH2:16][Si:17]([CH3:20])([CH3:19])[CH3:18])=[CH:6][CH:5]=1)([O-:3])=[O:2].[H-].[Na+].I[CH3:26].O. Product: [CH3:26][O:22][CH2:21][C:8]1[C:7]2[C:11](=[CH:12][C:4]([N+:1]([O-:3])=[O:2])=[CH:5][CH:6]=2)[N:10]([CH2:13][O:14][CH2:15][CH2:16][Si:17]([CH3:18])([CH3:19])[CH3:20])[N:9]=1. The catalyst class is: 9. (4) Reactant: [NH2:1][C:2]1[N:7]=[C:6]([O:8][CH2:9][C:10]2[CH:15]=[CH:14][C:13]([CH2:16][NH:17][C:18](=[O:23])[C:19]([F:22])([F:21])[F:20])=[CH:12][CH:11]=2)[C:5]([N:24]=O)=[C:4]([NH2:26])[N:3]=1.C1(P(C2C=CC=CC=2)C2C=CC=CC=2)C=CC=CC=1. Product: [NH2:1][C:2]1[N:7]=[C:6]([O:8][CH2:9][C:10]2[CH:11]=[CH:12][C:13]([CH2:16][NH:17][C:18](=[O:23])[C:19]([F:22])([F:20])[F:21])=[CH:14][CH:15]=2)[C:5]([NH2:24])=[C:4]([NH2:26])[N:3]=1. The catalyst class is: 673.